Predict the product of the given reaction. From a dataset of Forward reaction prediction with 1.9M reactions from USPTO patents (1976-2016). (1) Given the reactants [Cl:1][C:2]1[CH:7]=[CH:6][N:5]([CH:8]([CH:10]([CH3:12])[CH3:11])[CH3:9])[C:4](=[O:13])[C:3]=1[CH:14]=[N:15]O.S(Cl)(Cl)=O, predict the reaction product. The product is: [Cl:1][C:2]1[CH:7]=[CH:6][N:5]([CH:8]([CH:10]([CH3:11])[CH3:12])[CH3:9])[C:4](=[O:13])[C:3]=1[C:14]#[N:15]. (2) Given the reactants [CH:1]1([CH2:6][CH:7]([C:11]2[CH:16]=[CH:15][C:14]([C:17]#[C:18][C:19]([OH:23])([CH3:22])[CH2:20][CH3:21])=[CH:13][CH:12]=2)[C:8](O)=[O:9])[CH2:5][CH2:4][CH2:3][CH2:2]1.F[P-](F)(F)(F)(F)F.N1(O[P+](N(C)C)(N(C)C)N(C)C)C2C=CC=CC=2N=N1.C(N(CC)CC)C.[NH2:58][C:59]1[S:60][CH:61]=[CH:62][N:63]=1, predict the reaction product. The product is: [CH:1]1([CH2:6][CH:7]([C:11]2[CH:16]=[CH:15][C:14]([C:17]#[C:18][C:19]([OH:23])([CH3:22])[CH2:20][CH3:21])=[CH:13][CH:12]=2)[C:8]([NH:58][C:59]2[S:60][CH:61]=[CH:62][N:63]=2)=[O:9])[CH2:2][CH2:3][CH2:4][CH2:5]1. (3) Given the reactants Cl(O)(=O)(=O)=O.[OH:6][CH:7]([C:12]1[N:13]=[C:14]([CH3:17])[S:15][CH:16]=1)[C:8]([O:10][CH3:11])=[O:9].C(O[C:22]([CH3:25])([CH3:24])[CH3:23])(=O)C, predict the reaction product. The product is: [C:22]([O:6][CH:7]([C:12]1[N:13]=[C:14]([CH3:17])[S:15][CH:16]=1)[C:8]([O:10][CH3:11])=[O:9])([CH3:25])([CH3:24])[CH3:23]. (4) Given the reactants [CH3:1][NH:2][C:3]1([C:10]2[CH:11]=[CH:12][CH:13]=[CH:14][C:15]=2[Cl:16])[C:8](=[O:9])[CH2:7][CH2:6][CH2:5][CH2:4]1.Cl.[CH3:18][N:19]([CH2:21][CH2:22][CH:23]=[C:24]1[C:34]2[CH:35]=[CH:36][CH:37]=[CH:38][C:33]=2[CH2:32][CH2:31][C:30]2[CH:29]=[CH:28][CH:27]=[CH:26][C:25]1=2)[CH3:20].Cl.CCOCCOCCO, predict the reaction product. The product is: [CH3:18][N:19]([CH2:21][CH2:22][CH:23]=[C:24]1[C:25]2[CH:26]=[CH:27][CH:28]=[CH:29][C:30]=2[CH2:31][CH2:32][C:33]2[CH:38]=[CH:37][CH:36]=[CH:35][C:34]1=2)[CH3:20].[CH3:1][NH:2][C:3]1([C:10]2[CH:11]=[CH:12][CH:13]=[CH:14][C:15]=2[Cl:16])[C:8](=[O:9])[CH2:7][CH2:6][CH2:5][CH2:4]1. (5) Given the reactants [NH2:1][C:2]1[CH:11]=[CH:10][C:5]([C:6]([O:8][CH3:9])=[O:7])=[CH:4][C:3]=1[CH3:12].[N:13]([O-])=O.[Na+].CC([O-])=O.[K+], predict the reaction product. The product is: [NH:1]1[C:2]2[C:3](=[CH:4][C:5]([C:6]([O:8][CH3:9])=[O:7])=[CH:10][CH:11]=2)[CH:12]=[N:13]1. (6) The product is: [CH:13]1([N:8]2[C:5]3=[N:6][CH:7]=[C:2]([OH:19])[CH:3]=[C:4]3[C:10]([C:11]#[N:12])=[CH:9]2)[CH2:16][CH2:15][CH2:14]1. Given the reactants Br[C:2]1[CH:3]=[C:4]2[C:10]([C:11]#[N:12])=[CH:9][N:8]([CH:13]3[CH2:16][CH2:15][CH2:14]3)[C:5]2=[N:6][CH:7]=1.C([O-])(=[O:19])C.[K+], predict the reaction product. (7) Given the reactants [OH2:1].[NH2:2][NH2:3].[C:4](#[N:8])/[CH:5]=[CH:6]/[CH3:7].CO[C:11]1[CH:12]=[CH:13][C:14]([CH:17]=O)=[CH:15][CH:16]=1.[CH2:19]1COCC1, predict the reaction product. The product is: [CH3:19][O:1][C:11]1[CH:16]=[CH:15][C:14]([CH2:17][N:2]2[C:4]([NH2:8])=[CH:5][C:6]([CH3:7])=[N:3]2)=[CH:13][CH:12]=1. (8) The product is: [CH3:1][O:2][C:3](=[O:20])[C:4]([CH3:5])([O:6][C:7]1[CH:12]=[CH:11][CH:10]=[C:9]([CH:13]2[CH2:18][CH2:17][CH2:16][NH:15][CH2:14]2)[CH:8]=1)[CH3:19]. Given the reactants [CH3:1][O:2][C:3](=[O:20])[C:4]([CH3:19])([O:6][C:7]1[CH:12]=[CH:11][CH:10]=[C:9]([C:13]2[CH:14]=[N:15][CH:16]=[CH:17][CH:18]=2)[CH:8]=1)[CH3:5].Cl.[H][H], predict the reaction product. (9) Given the reactants [Br:1][C:2]1[CH:10]=[CH:9][CH:8]=[C:7]([Cl:11])[C:3]=1[C:4]([OH:6])=O.C(Cl)(=O)C(Cl)=O.C(N(CC)CC)C.[NH2:25][C:26]1[CH:31]=[CH:30][CH:29]=[CH:28][CH:27]=1, predict the reaction product. The product is: [Br:1][C:2]1[CH:10]=[CH:9][CH:8]=[C:7]([Cl:11])[C:3]=1[C:4]([NH:25][C:26]1[CH:31]=[CH:30][CH:29]=[CH:28][CH:27]=1)=[O:6].